From a dataset of Full USPTO retrosynthesis dataset with 1.9M reactions from patents (1976-2016). Predict the reactants needed to synthesize the given product. (1) Given the product [CH3:1][C:2]1[CH:10]=[CH:9][CH:8]=[C:7]2[C:3]=1[CH:4]=[CH:5][N:6]2[CH2:14][C:15]1[CH:16]=[CH:17][C:18]([C:21]2[CH:25]=[C:24]([C:26]([NH2:28])=[O:27])[O:23][N:22]=2)=[CH:19][CH:20]=1, predict the reactants needed to synthesize it. The reactants are: [CH3:1][C:2]1[CH:10]=[CH:9][CH:8]=[C:7]2[C:3]=1[CH:4]=[CH:5][NH:6]2.[H-].[Na+].Br[CH2:14][C:15]1[CH:20]=[CH:19][C:18]([C:21]2[CH:25]=[C:24]([C:26]([NH2:28])=[O:27])[O:23][N:22]=2)=[CH:17][CH:16]=1. (2) The reactants are: C(O)(C(F)(F)F)=O.[C:8]([C:10]1[CH:15]=[CH:14][C:13]([C:16]2[CH:17]=[N:18][N:19]([C:22]3[CH:30]=[CH:29][C:25]([C:26](O)=[O:27])=[CH:24][N:23]=3)[C:20]=2[OH:21])=[C:12]([CH3:31])[CH:11]=1)#[N:9].[CH3:32][N:33]1[CH2:37][CH2:36][CH2:35][CH:34]1[CH2:38][CH2:39][NH2:40]. Given the product [C:8]([C:10]1[CH:15]=[CH:14][C:13]([C:16]2[CH:17]=[N:18][N:19]([C:22]3[CH:30]=[CH:29][C:25]([C:26]([NH:40][CH2:39][CH2:38][CH:34]4[CH2:35][CH2:36][CH2:37][N:33]4[CH3:32])=[O:27])=[CH:24][N:23]=3)[C:20]=2[OH:21])=[C:12]([CH3:31])[CH:11]=1)#[N:9], predict the reactants needed to synthesize it.